Dataset: Catalyst prediction with 721,799 reactions and 888 catalyst types from USPTO. Task: Predict which catalyst facilitates the given reaction. (1) Reactant: [CH3:1][C:2]1[N:7]=[CH:6][C:5]([CH2:8][C:9]2[C:10](=[O:17])[N:11]=[C:12](SC)[NH:13][CH:14]=2)=[CH:4][CH:3]=1.[Cl:18][C:19]1[CH:34]=[CH:33][C:22]([O:23][C:24]2[CH:29]=[CH:28][C:27]([CH2:30][CH2:31][NH2:32])=[CH:26][CH:25]=2)=[CH:21][C:20]=1[C:35]([F:38])([F:37])[F:36]. Product: [Cl:18][C:19]1[CH:34]=[CH:33][C:22]([O:23][C:24]2[CH:29]=[CH:28][C:27]([CH2:30][CH2:31][NH:32][C:12]3[NH:13][CH:14]=[C:9]([CH2:8][C:5]4[CH:6]=[N:7][C:2]([CH3:1])=[CH:3][CH:4]=4)[C:10](=[O:17])[N:11]=3)=[CH:26][CH:25]=2)=[CH:21][C:20]=1[C:35]([F:36])([F:37])[F:38]. The catalyst class is: 8. (2) Reactant: Br[C:2]1[CH:3]=[CH:4][C:5]2[C:11]3[N:12]=[C:13]([N:15]4[C:19]([CH3:21])([CH3:20])[C:18](=[O:22])[NH:17][C:16]4=[O:23])[S:14][C:10]=3[CH2:9][CH2:8][O:7][C:6]=2[CH:24]=1.C(N(CC)CC)C. Product: [N:12]1[C:11]2[C:5]3[CH:4]=[CH:3][CH:2]=[CH:24][C:6]=3[O:7][CH2:8][CH2:9][C:10]=2[S:14][C:13]=1[N:15]1[C:19]([CH3:20])([CH3:21])[C:18](=[O:22])[NH:17][C:16]1=[O:23]. The catalyst class is: 29. (3) Reactant: [CH2:1]([C:5]1[CH:10]=[CH:9][C:8]([C:11]#[C:12][C:13]2[CH:33]=[CH:32][C:16]([CH2:17][NH:18][CH2:19][C:20]3[CH:31]=[CH:30][C:23]([O:24][CH2:25][C:26]([O:28][CH3:29])=[O:27])=[CH:22][CH:21]=3)=[CH:15][CH:14]=2)=[CH:7][CH:6]=1)[CH2:2][CH2:3][CH3:4].[C:34]([C:36]1[CH:41]=[CH:40][C:39]([N:42]=[C:43]=[O:44])=[CH:38][CH:37]=1)#[N:35].C(O)C(N)(CO)CO.CN(C=O)C. Product: [CH2:1]([C:5]1[CH:6]=[CH:7][C:8]([C:11]#[C:12][C:13]2[CH:14]=[CH:15][C:16]([CH2:17][N:18]([CH2:19][C:20]3[CH:21]=[CH:22][C:23]([O:24][CH2:25][C:26]([O:28][CH3:29])=[O:27])=[CH:30][CH:31]=3)[C:43]([NH:42][C:39]3[CH:40]=[CH:41][C:36]([C:34]#[N:35])=[CH:37][CH:38]=3)=[O:44])=[CH:32][CH:33]=2)=[CH:9][CH:10]=1)[CH2:2][CH2:3][CH3:4]. The catalyst class is: 2. (4) Reactant: [N:1]1([C:7]2[CH:19]=[C:18]([C:20]([O:22][CH3:23])=[O:21])[C:10]3[NH:11][C:12]([C:14]([F:17])([F:16])[F:15])=[N:13][C:9]=3[CH:8]=2)[CH2:6][CH2:5][O:4][CH2:3][CH2:2]1.C(=O)([O-])[O-].[K+].[K+].Br[CH2:31][C:32]1[CH:37]=[CH:36][CH:35]=[C:34]([Cl:38])[C:33]=1[Cl:39]. Product: [Cl:39][C:33]1[C:34]([Cl:38])=[CH:35][CH:36]=[CH:37][C:32]=1[CH2:31][N:13]1[C:9]2[CH:8]=[C:7]([N:1]3[CH2:6][CH2:5][O:4][CH2:3][CH2:2]3)[CH:19]=[C:18]([C:20]([O:22][CH3:23])=[O:21])[C:10]=2[N:11]=[C:12]1[C:14]([F:17])([F:15])[F:16]. The catalyst class is: 9. (5) Reactant: C1(P(C2C=CC=CC=2)C2C=CC=CC=2)C=CC=CC=1.Br[C:21]1[CH:22]=[N:23][C:24]([C:27]2[CH:32]=[CH:31][CH:30]=[CH:29][CH:28]=2)=[N:25][CH:26]=1.C([Sn](CCCC)(CCCC)[C:38]([O:40]CC)=[CH2:39])CCC.Cl.C(=O)(O)[O-].[Na+]. Product: [C:27]1([C:24]2[N:23]=[CH:22][C:21]([C:38](=[O:40])[CH3:39])=[CH:26][N:25]=2)[CH:32]=[CH:31][CH:30]=[CH:29][CH:28]=1. The catalyst class is: 160. (6) Reactant: [C:1]([C:5]1[N:9]([CH2:10][CH:11]2[CH2:16][CH2:15][O:14][CH2:13][CH2:12]2)[C:8]2[CH:17]=[CH:18][C:19]([S:21](Cl)(=[O:23])=[O:22])=[CH:20][C:7]=2[N:6]=1)([CH3:4])([CH3:3])[CH3:2].[CH:25]1([NH2:29])[CH2:28][CH2:27][CH2:26]1. Product: [C:1]([C:5]1[N:9]([CH2:10][CH:11]2[CH2:16][CH2:15][O:14][CH2:13][CH2:12]2)[C:8]2[CH:17]=[CH:18][C:19]([S:21]([NH:29][CH:25]3[CH2:28][CH2:27][CH2:26]3)(=[O:23])=[O:22])=[CH:20][C:7]=2[N:6]=1)([CH3:4])([CH3:3])[CH3:2]. The catalyst class is: 649. (7) Reactant: [NH2:1][CH2:2][C@H:3]([OH:15])[CH2:4][N:5]1[CH2:14][CH2:13][C:12]2[C:7](=[CH:8][CH:9]=[CH:10][CH:11]=2)[CH2:6]1.[Cl:16][C:17]1[N:22]=[CH:21][N:20]=[C:19]([C:23](Cl)=[O:24])[CH:18]=1. Product: [Cl:16][C:17]1[N:22]=[CH:21][N:20]=[C:19]([C:23]([NH:1][CH2:2][C@H:3]([OH:15])[CH2:4][N:5]2[CH2:14][CH2:13][C:12]3[C:7](=[CH:8][CH:9]=[CH:10][CH:11]=3)[CH2:6]2)=[O:24])[CH:18]=1. The catalyst class is: 2. (8) Reactant: [CH3:1][CH2:2][CH:3](P(OCC)(OCC)=O)[C:4]([O:6][CH2:7][CH3:8])=[O:5].[CH3:17][C:18](C)([O-])C.[K+].[CH3:23][O:24][C:25]1[CH:32]=[CH:31]C(C=O)=[CH:27][C:26]=1[O:33][CH2:34][CH2:35][C:36]1[CH:41]=[CH:40][C:39]([C:42]([F:45])([F:44])[F:43])=[CH:38][CH:37]=1.Cl. Product: [CH2:17]([C:3](=[CH:2][C:1]1[CH:31]=[CH:32][C:25]([O:24][CH3:23])=[C:26]([O:33][CH2:34][CH2:35][C:36]2[CH:37]=[CH:38][C:39]([C:42]([F:43])([F:44])[F:45])=[CH:40][CH:41]=2)[CH:27]=1)[C:4]([O:6][CH2:7][CH3:8])=[O:5])[CH3:18]. The catalyst class is: 7. (9) Reactant: [CH:1]1[CH:2]=[CH:3][C:4]2[N:15]([C:16]([NH2:18])=[O:17])[C:14]3[CH:13]=[CH:12][CH:11]=[CH:10][C:9]=3[CH:8]=[CH:7][C:5]=2[CH:6]=1.[N+:19]([C:22]1[CH:23]=[C:24]([C:31]([OH:33])=[O:32])[CH:25]=[C:26]([CH:30]=1)[C:27]([OH:29])=[O:28])([O-:21])=[O:20].C(O)C. Product: [CH:11]1[CH:12]=[CH:13][C:14]2[N:15]([C:16]([NH2:18])=[O:17])[C:4]3[CH:3]=[CH:2][CH:1]=[CH:6][C:5]=3[CH:7]=[CH:8][C:9]=2[CH:10]=1.[N+:19]([C:22]1[CH:23]=[C:24]([C:31]([OH:33])=[O:32])[CH:25]=[C:26]([CH:30]=1)[C:27]([OH:29])=[O:28])([O-:21])=[O:20]. The catalyst class is: 5.